Dataset: Forward reaction prediction with 1.9M reactions from USPTO patents (1976-2016). Task: Predict the product of the given reaction. Given the reactants [N:1]1[CH:6]=[CH:5][C:4](B(O)O)=[CH:3][CH:2]=1.P([O-])([O-])([O-])=O.[K+].[K+].[K+].Br[C:19]1[CH:20]=[C:21]([NH:27][C@@H:28]2[CH2:33][CH2:32][CH2:31][N:30]([C:34]([O:36][C:37]([CH3:40])([CH3:39])[CH3:38])=[O:35])[CH2:29]2)[C:22]([O:25][CH3:26])=[N:23][CH:24]=1, predict the reaction product. The product is: [CH3:26][O:25][C:22]1[N:23]=[CH:24][C:19]([C:4]2[CH:5]=[CH:6][N:1]=[CH:2][CH:3]=2)=[CH:20][C:21]=1[NH:27][C@@H:28]1[CH2:33][CH2:32][CH2:31][N:30]([C:34]([O:36][C:37]([CH3:40])([CH3:39])[CH3:38])=[O:35])[CH2:29]1.